Dataset: CYP1A2 inhibition data for predicting drug metabolism from PubChem BioAssay. Task: Regression/Classification. Given a drug SMILES string, predict its absorption, distribution, metabolism, or excretion properties. Task type varies by dataset: regression for continuous measurements (e.g., permeability, clearance, half-life) or binary classification for categorical outcomes (e.g., BBB penetration, CYP inhibition). Dataset: cyp1a2_veith. (1) The drug is CN1c2ccccc2Oc2c(c(=O)n(C)c(=O)n2C)C1c1cccc([N+](=O)[O-])c1. The result is 0 (non-inhibitor). (2) The result is 0 (non-inhibitor). The molecule is CC(=O)Nc1ccc(NC2=Nc3ccccc3N3C2=Nc2c(c(C)nn2-c2ccccc2)C3c2ccccc2)cc1. (3) The compound is CN[C@@H]1[C@H](O)[C@@H]2O[C@@H]3O[C@H](C)CC(=O)[C@]3(O)O[C@H]2[C@H](NC)[C@@H]1O. The result is 0 (non-inhibitor). (4) The compound is CC1=CC2=NC(=O)CC(C)(C(=O)N(CC(=O)NC(C)(C)C)Cc3cccs3)N2C=C1. The result is 0 (non-inhibitor). (5) The molecule is COc1ncc2nc(-c3ccc(Cl)cc3)c(=O)n(-c3ccccc3)c2n1. The result is 1 (inhibitor).